This data is from Catalyst prediction with 721,799 reactions and 888 catalyst types from USPTO. The task is: Predict which catalyst facilitates the given reaction. (1) Reactant: Cl[C:2]([F:7])([F:6])C([O-])=O.[Na+].Br.[CH3:10][C:11]1[CH:15]=[C:14]([C:16]2[CH:17]=[CH:18][C:19]3[N:20]([C:22]([CH2:25][O:26][C:27]4[C:36]5[C:31](=[CH:32][C:33]([OH:37])=[CH:34][CH:35]=5)[N:30]=[CH:29][CH:28]=4)=[N:23][N:24]=3)[CH:21]=2)[O:13][N:12]=1.C(=O)([O-])[O-].[Cs+].[Cs+].CN(C=O)C. Product: [F:7][CH:2]([F:6])[O:37][C:33]1[CH:32]=[C:31]2[C:36]([C:27]([O:26][CH2:25][C:22]3[N:20]4[CH:21]=[C:16]([C:14]5[O:13][N:12]=[C:11]([CH3:10])[CH:15]=5)[CH:17]=[CH:18][C:19]4=[N:24][N:23]=3)=[CH:28][CH:29]=[N:30]2)=[CH:35][CH:34]=1. The catalyst class is: 106. (2) Reactant: [NH2:1][CH2:2][C:3]1[N:11]2[C:6]([CH2:7][CH2:8][CH2:9][CH2:10]2)=[CH:5][C:4]=1[C:12]([O:14]C)=O.C[Si](C)(C)N[Si](C)(C)C.[Li].C1COCC1.[NH4+].[Cl-]. Product: [C:12]1(=[O:14])[C:4]2[CH:5]=[C:6]3[N:11]([C:3]=2[CH2:2][NH:1]1)[CH2:10][CH2:9][CH2:8][CH2:7]3. The catalyst class is: 1.